This data is from Full USPTO retrosynthesis dataset with 1.9M reactions from patents (1976-2016). The task is: Predict the reactants needed to synthesize the given product. (1) Given the product [CH2:1]([O:3][C:4]([CH:6]1[CH2:13][CH:12]2[N:14]([CH2:15][C:16]([O:18][CH2:19][CH3:20])=[O:17])[CH:8]([CH2:9][CH:10]([OH:21])[CH2:11]2)[CH2:7]1)=[O:5])[CH3:2], predict the reactants needed to synthesize it. The reactants are: [CH2:1]([O:3][C:4]([CH:6]1[CH2:13][CH:12]2[N:14]([CH2:15][C:16]([O:18][CH2:19][CH3:20])=[O:17])[CH:8]([CH2:9][C:10](=[O:21])[CH2:11]2)[CH2:7]1)=[O:5])[CH3:2].[BH4-].[Na+]. (2) Given the product [F:1][C:2]([F:9])([F:8])[C:3]1[CH:7]=[CH:6][N:5]([C:11]2[CH:18]=[CH:17][C:14]([CH:15]=[O:16])=[CH:13][CH:12]=2)[N:4]=1, predict the reactants needed to synthesize it. The reactants are: [F:1][C:2]([F:9])([F:8])[C:3]1[CH:7]=[CH:6][NH:5][N:4]=1.F[C:11]1[CH:18]=[CH:17][C:14]([CH:15]=[O:16])=[CH:13][CH:12]=1.C(=O)([O-])[O-].[K+].[K+].O. (3) Given the product [NH2:11][C@H:12]1[CH2:17][CH2:16][CH2:15][N:14]([P:18]([NH:27][C:28]2[CH:33]=[CH:32][CH:31]=[CH:30][CH:29]=2)([NH:20][C:21]2[CH:26]=[CH:25][CH:24]=[CH:23][CH:22]=2)=[O:19])[C:13]1=[O:34], predict the reactants needed to synthesize it. The reactants are: C(OC([NH:11][C@H:12]1[CH2:17][CH2:16][CH2:15][N:14]([P:18]([NH:27][C:28]2[CH:33]=[CH:32][CH:31]=[CH:30][CH:29]=2)([NH:20][C:21]2[CH:26]=[CH:25][CH:24]=[CH:23][CH:22]=2)=[O:19])[C:13]1=[O:34])=O)C1C=CC=CC=1. (4) Given the product [F:28][C:13]1[CH:12]=[C:11]([N:7]2[CH2:6][CH:5]([CH2:4][NH:1][C:29](=[O:32])[CH3:30])[O:9][C:8]2=[O:10])[CH:16]=[CH:15][C:14]=1[N:17]1[CH:21]=[C:20]([CH2:22][N:23]2[CH:27]=[CH:26][N:25]=[CH:24]2)[N:19]=[CH:18]1, predict the reactants needed to synthesize it. The reactants are: [N:1]([CH2:4][CH:5]1[O:9][C:8](=[O:10])[N:7]([C:11]2[CH:16]=[CH:15][C:14]([N:17]3[CH:21]=[C:20]([CH2:22][N:23]4[CH:27]=[CH:26][N:25]=[CH:24]4)[N:19]=[CH:18]3)=[C:13]([F:28])[CH:12]=2)[CH2:6]1)=[N+]=[N-].[C:29]([OH:32])(=S)[CH3:30].